This data is from Forward reaction prediction with 1.9M reactions from USPTO patents (1976-2016). The task is: Predict the product of the given reaction. (1) Given the reactants CN(C(ON1N=NC2C=CC=NC1=2)=[N+](C)C)C.F[P-](F)(F)(F)(F)F.[CH3:25][N:26]([CH3:39])[C:27]1[CH:35]=[C:34]([N+:36]([O-:38])=[O:37])[CH:33]=[CH:32][C:28]=1[C:29]([OH:31])=O.[O:40]1[CH2:45][CH2:44][N:43]([CH2:46][CH2:47][NH2:48])[CH2:42][CH2:41]1.CCN(C(C)C)C(C)C, predict the reaction product. The product is: [CH3:39][N:26]([CH3:25])[C:27]1[CH:35]=[C:34]([N+:36]([O-:38])=[O:37])[CH:33]=[CH:32][C:28]=1[C:29]([NH:48][CH2:47][CH2:46][N:43]1[CH2:44][CH2:45][O:40][CH2:41][CH2:42]1)=[O:31]. (2) Given the reactants [CH:1]([CH2:3][C:4]1([CH2:10][CH2:11][O:12][C:13]2[CH:22]=[CH:21][CH:20]=[CH:19][C:14]=2[C:15]([O:17][CH3:18])=[O:16])[CH2:9][CH2:8][CH2:7][CH2:6][CH2:5]1)=O.[C:23]1([CH3:36])[CH:28]=[CH:27][C:26]([NH:29][CH:30]2[CH2:35][CH2:34][NH:33][CH2:32][CH2:31]2)=[CH:25][CH:24]=1.ClCCCl.C(O[BH-](OC(=O)C)OC(=O)C)(=O)C.[Na+], predict the reaction product. The product is: [C:23]1([CH3:36])[CH:24]=[CH:25][C:26]([NH:29][CH:30]2[CH2:35][CH2:34][N:33]([CH2:1][CH2:3][C:4]3([CH2:10][CH2:11][O:12][C:13]4[CH:22]=[CH:21][CH:20]=[CH:19][C:14]=4[C:15]([O:17][CH3:18])=[O:16])[CH2:9][CH2:8][CH2:7][CH2:6][CH2:5]3)[CH2:32][CH2:31]2)=[CH:27][CH:28]=1. (3) Given the reactants [CH3:1][O:2][C:3]1[N:8]=[CH:7][N:6]=[C:5]([CH2:9][N:10]2[C:18]3[C:13](=[N:14][CH:15]=[C:16]([CH3:19])[CH:17]=3)[C:12]([C:20]([OH:22])=O)=[CH:11]2)[C:4]=1[CH3:23].[F:24][CH2:25][CH2:26][NH2:27], predict the reaction product. The product is: [F:24][CH2:25][CH2:26][NH:27][C:20]([C:12]1[C:13]2=[N:14][CH:15]=[C:16]([CH3:19])[CH:17]=[C:18]2[N:10]([CH2:9][C:5]2[C:4]([CH3:23])=[C:3]([O:2][CH3:1])[N:8]=[CH:7][N:6]=2)[CH:11]=1)=[O:22].